This data is from TCR-epitope binding with 47,182 pairs between 192 epitopes and 23,139 TCRs. The task is: Binary Classification. Given a T-cell receptor sequence (or CDR3 region) and an epitope sequence, predict whether binding occurs between them. The epitope is ELAGIGILTV. The TCR CDR3 sequence is CASSRQGPDGYTF. Result: 1 (the TCR binds to the epitope).